From a dataset of Peptide-MHC class I binding affinity with 185,985 pairs from IEDB/IMGT. Regression. Given a peptide amino acid sequence and an MHC pseudo amino acid sequence, predict their binding affinity value. This is MHC class I binding data. (1) The peptide sequence is LVDENQSWY. The MHC is HLA-B46:01 with pseudo-sequence HLA-B46:01. The binding affinity (normalized) is 0.0847. (2) The peptide sequence is YDPARYPLY. The MHC is HLA-A29:02 with pseudo-sequence HLA-A29:02. The binding affinity (normalized) is 0.683. (3) The peptide sequence is TQWSLFFFVY. The MHC is HLA-A33:01 with pseudo-sequence HLA-A33:01. The binding affinity (normalized) is 0.333. (4) The MHC is BoLA-T2b with pseudo-sequence BoLA-T2b. The binding affinity (normalized) is 0.0641. The peptide sequence is FMFDYIPPV. (5) The peptide sequence is LTLLLWISVK. The MHC is HLA-A11:01 with pseudo-sequence HLA-A11:01. The binding affinity (normalized) is 0.474. (6) The peptide sequence is QWSPGPGRL. The MHC is HLA-B58:01 with pseudo-sequence HLA-B58:01. The binding affinity (normalized) is 0.0847.